This data is from Full USPTO retrosynthesis dataset with 1.9M reactions from patents (1976-2016). The task is: Predict the reactants needed to synthesize the given product. Given the product [C:4]([C:5]1[CH:6]=[CH:7][C:8]2[S:13][CH2:12][CH2:11][C:10](=[O:14])[C:9]=2[CH:15]=1)#[CH:3], predict the reactants needed to synthesize it. The reactants are: C[Si](C)(C)[C:3]#[C:4][C:5]1[CH:6]=[CH:7][C:8]2[S:13][CH2:12][CH2:11][C:10](=[O:14])[C:9]=2[CH:15]=1.C([O-])([O-])=O.[K+].[K+].